This data is from Catalyst prediction with 721,799 reactions and 888 catalyst types from USPTO. The task is: Predict which catalyst facilitates the given reaction. (1) Reactant: [C:1]([NH:6][C:7]1[NH:8][C:9](=[O:37])[C:10]2[N:11]=[CH:12][N:13]([C@@H:16]3[O:28][C@H:27]([CH2:29][O:30][CH:31]4[CH2:36][CH2:35][CH2:34][CH2:33][O:32]4)[C@@H:19]([O:20][CH:21]4[CH2:26][CH2:25][CH2:24][CH2:23][O:22]4)[C@@H:17]3[OH:18])[C:14]=2[N:15]=1)(=[O:5])[CH:2]([CH3:4])[CH3:3].N1C=CC=CC=1.[F:44][C:45]([F:58])([F:57])[S:46](O[S:46]([C:45]([F:58])([F:57])[F:44])(=[O:48])=[O:47])(=[O:48])=[O:47].C([O-])(O)=O.[Na+]. Product: [C:1]([NH:6][C:7]1[NH:8][C:9](=[O:37])[C:10]2[N:11]=[CH:12][N:13]([C@@H:16]3[O:28][C@H:27]([CH2:29][O:30][CH:31]4[CH2:36][CH2:35][CH2:34][CH2:33][O:32]4)[C@@H:19]([O:20][CH:21]4[CH2:26][CH2:25][CH2:24][CH2:23][O:22]4)[C@@H:17]3[O:18][S:46]([C:45]([F:58])([F:57])[F:44])(=[O:48])=[O:47])[C:14]=2[N:15]=1)(=[O:5])[CH:2]([CH3:4])[CH3:3]. The catalyst class is: 64. (2) Reactant: [C:1]1([C:27]2[CH:32]=[CH:31][CH:30]=[CH:29][CH:28]=2)[CH:6]=[CH:5][CH:4]=[CH:3][C:2]=1[N:7]1[C:12](=[O:13])[CH2:11][C:10](=[O:14])[N:9]([CH2:15][C:16]2[CH:21]=[CH:20][C:19]([C:22]([CH3:25])([CH3:24])[CH3:23])=[CH:18][CH:17]=2)[C:8]1=[O:26].C(N(C(C)C)CC)(C)C.[N:42]([CH2:45][C:46]([O:48]CC)=[O:47])=[C:43]=[O:44]. Product: [C:1]1([C:27]2[CH:28]=[CH:29][CH:30]=[CH:31][CH:32]=2)[CH:6]=[CH:5][CH:4]=[CH:3][C:2]=1[N:7]1[C:12]([OH:13])=[C:11]([C:43]([NH:42][CH2:45][C:46]([OH:48])=[O:47])=[O:44])[C:10](=[O:14])[N:9]([CH2:15][C:16]2[CH:21]=[CH:20][C:19]([C:22]([CH3:25])([CH3:24])[CH3:23])=[CH:18][CH:17]=2)[C:8]1=[O:26]. The catalyst class is: 4. (3) Reactant: [C:1]1([C:7]2[C:22]([C:23]3[CH:28]=[CH:27][C:26]([C:29]4([NH:33]C(=O)OC(C)(C)C)[CH2:32][CH2:31][CH2:30]4)=[CH:25][CH:24]=3)=[N:21][C:10]3[O:11][CH2:12][CH2:13][N:14]([C:15]4[CH:16]=[N:17][CH:18]=[CH:19][CH:20]=4)[C:9]=3[CH:8]=2)[CH:6]=[CH:5][CH:4]=[CH:3][CH:2]=1. Product: [C:1]1([C:7]2[C:22]([C:23]3[CH:24]=[CH:25][C:26]([C:29]4([NH2:33])[CH2:32][CH2:31][CH2:30]4)=[CH:27][CH:28]=3)=[N:21][C:10]3[O:11][CH2:12][CH2:13][N:14]([C:15]4[CH:16]=[N:17][CH:18]=[CH:19][CH:20]=4)[C:9]=3[CH:8]=2)[CH:6]=[CH:5][CH:4]=[CH:3][CH:2]=1. The catalyst class is: 67. (4) Reactant: [C:1](Cl)(=[O:8])[C:2]1[CH:7]=[CH:6][CH:5]=[CH:4][CH:3]=1.[Cl:10][C:11]1[CH:12]=[CH:13][C:14]([O:26][CH2:27][C:28]2[CH:33]=[CH:32][CH:31]=[CH:30][CH:29]=2)=[C:15]([CH2:17][N:18]2[C:22]([CH3:23])=[CH:21][C:20]([NH:24][CH3:25])=[N:19]2)[CH:16]=1.C(N(CC)CC)C.CCOCC.CCCCCC. Product: [Cl:10][C:11]1[CH:12]=[CH:13][C:14]([O:26][CH2:27][C:28]2[CH:29]=[CH:30][CH:31]=[CH:32][CH:33]=2)=[C:15]([CH2:17][N:18]2[C:22]([CH3:23])=[CH:21][C:20]([N:24]([CH3:25])[C:1](=[O:8])[C:2]3[CH:7]=[CH:6][CH:5]=[CH:4][CH:3]=3)=[N:19]2)[CH:16]=1. The catalyst class is: 363.